This data is from Full USPTO retrosynthesis dataset with 1.9M reactions from patents (1976-2016). The task is: Predict the reactants needed to synthesize the given product. (1) Given the product [F:1][C:2]1[CH:7]=[C:6]([CH:5]=[CH:4][C:3]=1[N:11]1[CH:15]=[N:14][C:13]([CH3:17])=[N:12]1)[NH2:8], predict the reactants needed to synthesize it. The reactants are: [F:1][C:2]1[CH:7]=[C:6]([N+:8]([O-])=O)[CH:5]=[CH:4][C:3]=1[N:11]1[C:15](C)=[N:14][CH:13]=[N:12]1.[CH3:17]O. (2) Given the product [N:1]1[CH:6]=[CH:5][CH:4]=[CH:3][C:2]=1[S:7]([NH:11][C:12]1[CH:22]=[CH:21][C:15]([C:16]([OH:18])=[O:17])=[CH:14][CH:13]=1)(=[O:9])=[O:8], predict the reactants needed to synthesize it. The reactants are: [N:1]1[CH:6]=[CH:5][CH:4]=[CH:3][C:2]=1[S:7](Cl)(=[O:9])=[O:8].[NH2:11][C:12]1[CH:22]=[CH:21][C:15]([C:16]([O:18]CC)=[O:17])=[CH:14][CH:13]=1.N1C=CC=CC=1S(NC1C=C(C=CC=1)C(O)=O)(=O)=O. (3) Given the product [CH3:1][NH:2][C:3]([CH:5]1[CH2:10][CH2:9][N:8]([C:11]2[CH:16]=[CH:15][C:14]([B:18]3[O:22][C:21]([CH3:24])([CH3:23])[C:20]([CH3:26])([CH3:25])[O:19]3)=[CH:13][CH:12]=2)[CH2:7][CH2:6]1)=[O:4], predict the reactants needed to synthesize it. The reactants are: [CH3:1][NH:2][C:3]([CH:5]1[CH2:10][CH2:9][N:8]([C:11]2[CH:16]=[CH:15][C:14](Br)=[CH:13][CH:12]=2)[CH2:7][CH2:6]1)=[O:4].[B:18]1([B:18]2[O:22][C:21]([CH3:24])([CH3:23])[C:20]([CH3:26])([CH3:25])[O:19]2)[O:22][C:21]([CH3:24])([CH3:23])[C:20]([CH3:26])([CH3:25])[O:19]1.C([O-])(=O)C.[K+]. (4) Given the product [CH2:43]([CH:50]1[CH2:54][O:53][C:52](=[O:55])[N:51]1[C:26](=[O:27])[CH2:25][C:11]1[CH:12]=[C:13]([C:15]2[CH:20]=[CH:19][C:18]([C:21]([F:23])([F:22])[F:24])=[CH:17][CH:16]=2)[CH:14]=[C:9]([O:8][CH2:1][C:2]2[CH:7]=[CH:6][CH:5]=[CH:4][CH:3]=2)[CH:10]=1)[C:44]1[CH:45]=[CH:46][CH:47]=[CH:48][CH:49]=1, predict the reactants needed to synthesize it. The reactants are: [CH2:1]([O:8][C:9]1[CH:10]=[C:11]([CH2:25][C:26](O)=[O:27])[CH:12]=[C:13]([C:15]2[CH:20]=[CH:19][C:18]([C:21]([F:24])([F:23])[F:22])=[CH:17][CH:16]=2)[CH:14]=1)[C:2]1[CH:7]=[CH:6][CH:5]=[CH:4][CH:3]=1.CN1CCOCC1.CC(C)(C)C(Cl)=O.[CH2:43]([C@@H:50]1[CH2:54][O:53][C:52](=[O:55])[NH:51]1)[C:44]1[CH:49]=[CH:48][CH:47]=[CH:46][CH:45]=1.[Li]CCCC. (5) Given the product [C:1]([C:3]1[CH:4]=[C:5]([C:20]([OH:22])=[O:21])[C:6]([O:10][C:11]2[C:12]([CH3:19])=[CH:13][C:14]([CH3:18])=[CH:15][C:16]=2[CH3:17])=[N:7][C:8]=1[CH3:9])#[N:2], predict the reactants needed to synthesize it. The reactants are: [C:1]([C:3]1[CH:4]=[C:5]([C:20]([O:22]CC)=[O:21])[C:6]([O:10][C:11]2[C:16]([CH3:17])=[CH:15][C:14]([CH3:18])=[CH:13][C:12]=2[CH3:19])=[N:7][C:8]=1[CH3:9])#[N:2].[OH-].[Na+].Cl. (6) Given the product [C:1]([O:5][CH:6]([N:8]1[CH2:12][CH2:11][CH2:10][C@H:9]1[C:13]1[NH:18][C:17]2[CH:19]=[CH:20][C:21]([Cl:23])=[CH:22][C:16]=2[N:15]=1)[OH:7])([CH3:4])([CH3:3])[CH3:2], predict the reactants needed to synthesize it. The reactants are: [C:1]([O:5][C:6]([N:8]1[CH2:12][CH2:11][CH2:10][C@H:9]1[CH:13]=O)=[O:7])([CH3:4])([CH3:3])[CH3:2].[NH2:15][C:16]1[CH:22]=[C:21]([Cl:23])[CH:20]=[CH:19][C:17]=1[NH2:18].